From a dataset of Full USPTO retrosynthesis dataset with 1.9M reactions from patents (1976-2016). Predict the reactants needed to synthesize the given product. Given the product [F:13][C:12]1[C:7]([C:18]2[CH:19]=[C:20]([N:22]3[C:23](=[O:32])[C:24]4[C:29](=[CH:28][CH:27]=[CH:26][CH:25]=4)[C:30]3=[O:31])[CH:21]=[CH:16][N:17]=2)=[N:8][C:9]([CH3:14])=[CH:10][CH:11]=1, predict the reactants needed to synthesize it. The reactants are: C([Li])(C)(C)C.Br[C:7]1[C:12]([F:13])=[CH:11][CH:10]=[C:9]([CH3:14])[N:8]=1.Br[C:16]1[CH:21]=[C:20]([N:22]2[C:30](=[O:31])[C:29]3[C:24](=[CH:25][CH:26]=[CH:27][CH:28]=3)[C:23]2=[O:32])[CH:19]=[CH:18][N:17]=1.